Dataset: Peptide-MHC class I binding affinity with 185,985 pairs from IEDB/IMGT. Task: Regression. Given a peptide amino acid sequence and an MHC pseudo amino acid sequence, predict their binding affinity value. This is MHC class I binding data. (1) The peptide sequence is RGPSCGSAK. The MHC is HLA-A68:01 with pseudo-sequence HLA-A68:01. The binding affinity (normalized) is 0.387. (2) The MHC is HLA-A02:02 with pseudo-sequence HLA-A02:02. The binding affinity (normalized) is 0.204. The peptide sequence is SLCPIRGWAI. (3) The peptide sequence is VSDTTVLLH. The MHC is HLA-A31:01 with pseudo-sequence HLA-A31:01. The binding affinity (normalized) is 0.0847. (4) The peptide sequence is LLIWAYLSK. The MHC is HLA-A33:01 with pseudo-sequence HLA-A33:01. The binding affinity (normalized) is 0.0277.